From a dataset of Catalyst prediction with 721,799 reactions and 888 catalyst types from USPTO. Predict which catalyst facilitates the given reaction. Reactant: [H-].[Al+3].[Li+].[H-].[H-].[H-].C([O:9][C:10]([CH:12]1[CH2:17][CH2:16][N:15]([C:18]([O:20][C:21]([CH3:24])([CH3:23])[CH3:22])=[O:19])[CH2:14][CH2:13]1)=O)C.[F-].[Na+].O. Product: [OH:9][CH2:10][CH:12]1[CH2:17][CH2:16][N:15]([C:18]([O:20][C:21]([CH3:24])([CH3:23])[CH3:22])=[O:19])[CH2:14][CH2:13]1. The catalyst class is: 1.